From a dataset of Experimentally validated miRNA-target interactions with 360,000+ pairs, plus equal number of negative samples. Binary Classification. Given a miRNA mature sequence and a target amino acid sequence, predict their likelihood of interaction. (1) The miRNA is mmu-miR-34b-3p with sequence AAUCACUAACUCCACUGCCAUC. The protein sequence of the target gene is MGWIRGRRSRHSWEMSEFHNYNLDLKKSDFSTRWQKQRCPVVKSKCRENASPFFFCCFIAVAMGIRFIIMVAIWSAVFLNSLFNQEVQIPLTESYCGPCPKNWICYKNNCYQFFDESKNWYESQASCMSQNASLLKVYSKEDQDLLKLVKSYHWMGLVHIPTNGSWQWEDGSILSPNLLTIIEMQKGDCALYASSFKGYIENCSTPNTYICMQRTV. Result: 0 (no interaction). (2) The miRNA is hsa-miR-1250-5p with sequence ACGGUGCUGGAUGUGGCCUUU. The protein sequence of the target gene is MAQDGVELEKSVRRLREKFHGKVSPKKAGALMRKFGSDHTGVGRSIVYGVKQKDGQELSNDLDAQDPPEDMKQDQDIQAVATSLLPLTQANLRMFQRAQDDLIPAVDRQFACSSCDHVWWRRVPQRKEVSRCRKCRKRYEPVPLDKMWGLAEFHCPKCRHNFRGWAQMGSPSPCYGCGFPVYPTRILPPRWDRDLDRRSTHTHSCSAADCYNRREPHVPGTSCAHPKSRKQNHLPKVLHPSNPHISSGSTVATCLSQGGLVDDLDHLILEDLKEEEEEEEEEEEDGGPRE. Result: 0 (no interaction). (3) The miRNA is hsa-miR-544b with sequence ACCUGAGGUUGUGCAUUUCUAA. The protein sequence of the target gene is MAAAGVVSGKIIYEQEGVYIHSSCGKANDQDSLISGILRVLEKDAEVIVDWRPLDDALDSSSILCAGKDSSSVVEWTQAPKERAHRGSDQQSSYEAEWDMVTTVSFKKKPHTNGDAPGHRNGKSKWSFLFSLADLKSVKQSKEGMGWSYLVFCLKDDVMLPALHFHQGDSKLLIESLEKYVVLCESPQDSRTLLVNCQNKSLSQSFENLLDEPAYGLIQKIKKDPYTATMVGFSKVTNYIFDSLRGSDPSTHQRPPSEMADFLSDAIPGLKINQQEEPGFEVITRIDLGERPVVQRREPV.... Result: 0 (no interaction). (4) The miRNA is hsa-miR-124-3p with sequence UAAGGCACGCGGUGAAUGCCAA. The protein sequence of the target gene is MNEEGGYLGAMTYQCLYSPVMEKIKQQHRDDPRASLALNKLHTALTTCEQASPSFLYDFTKVLLDDSELSVNLQESYLRMHDTSPTNDLIVSGYEQNADYKELTKRAIELRRVLSRVPEEMSDRHAFLETIKLIASSIKKLLEAINAVYRIVPLTAQPAVEKRKREFVHYSKRFSNTLKTYFKDQNANQVSVSANQLVFQTTMIVRTINEKLRRG. Result: 0 (no interaction).